The task is: Predict which catalyst facilitates the given reaction.. This data is from Catalyst prediction with 721,799 reactions and 888 catalyst types from USPTO. (1) Reactant: [Cl:1][C:2]1[CH:3]=[C:4]([C:12]2[O:16][N:15]=[C:14]([C:17]3[CH:18]=[CH:19][CH:20]=[C:21]4[C:25]=3[N:24]([CH3:26])[CH:23]=[C:22]4[CH2:27][CH:28]=[O:29])[N:13]=2)[CH:5]=[CH:6][C:7]=1[O:8][CH:9]([CH3:11])[CH3:10].[BH4-].[Na+]. Product: [Cl:1][C:2]1[CH:3]=[C:4]([C:12]2[O:16][N:15]=[C:14]([C:17]3[CH:18]=[CH:19][CH:20]=[C:21]4[C:25]=3[N:24]([CH3:26])[CH:23]=[C:22]4[CH2:27][CH2:28][OH:29])[N:13]=2)[CH:5]=[CH:6][C:7]=1[O:8][CH:9]([CH3:10])[CH3:11]. The catalyst class is: 219. (2) Reactant: [H-].[Al+3].[Li+].[H-].[H-].[H-].CCOCC.[O:12]1[CH2:17][CH2:16][CH2:15][CH:14]([CH2:18][C:19](O)=[O:20])[CH2:13]1.O. Product: [O:12]1[CH2:17][CH2:16][CH2:15][CH:14]([CH2:18][CH2:19][OH:20])[CH2:13]1. The catalyst class is: 1. (3) Reactant: [OH-].[K+].[C:3]([O:7][C:8]([N:10]1[CH2:16][CH2:15][C:14]2[C:17]([S:22]C(=O)N(C)C)=[C:18]([Cl:21])[CH:19]=[CH:20][C:13]=2[CH2:12][CH2:11]1)=[O:9])([CH3:6])([CH3:5])[CH3:4].Cl[CH2:29][CH2:30][CH2:31][C:32]1[CH:33]=[C:34]2[C:38](=[CH:39][CH:40]=1)[NH:37][C:36](=[O:41])[C:35]2([CH3:43])[CH3:42].[I-].[K+]. Product: [C:3]([O:7][C:8]([N:10]1[CH2:16][CH2:15][C:14]2[C:17]([S:22][CH2:29][CH2:30][CH2:31][C:32]3[CH:33]=[C:34]4[C:38](=[CH:39][CH:40]=3)[NH:37][C:36](=[O:41])[C:35]4([CH3:42])[CH3:43])=[C:18]([Cl:21])[CH:19]=[CH:20][C:13]=2[CH2:12][CH2:11]1)=[O:9])([CH3:6])([CH3:5])[CH3:4]. The catalyst class is: 138. (4) Reactant: C([N:3]1[CH:7]=[CH:6][N:5]=[CH:4]1)([N:3]1[CH:7]=[CH:6][N:5]=[CH:4]1)=O.O[CH:14]([C:18]1[CH:23]=[CH:22][C:21]([NH:24][C:25](=[O:27])[CH3:26])=[CH:20][CH:19]=1)[CH:15]([CH3:17])[CH3:16]. Product: [N:3]1([CH:14]([C:18]2[CH:23]=[CH:22][C:21]([NH:24][C:25](=[O:27])[CH3:26])=[CH:20][CH:19]=2)[CH:15]([CH3:17])[CH3:16])[CH:7]=[CH:6][N:5]=[CH:4]1. The catalyst class is: 7. (5) Reactant: [Br:1][C:2]1[N:3]=[C:4]([N:21]=[C:22]([N:24](C)C)[CH3:23])[C:5]([N:8]2[CH2:13][CH2:12][N:11]([C:14]([O:16][C:17]([CH3:20])([CH3:19])[CH3:18])=[O:15])[CH2:10][CH2:9]2)=[N:6][CH:7]=1.Cl.N[OH:29]. Product: [Br:1][C:2]1[N:3]=[C:4]([N:21]=[C:22]([NH:24][OH:29])[CH3:23])[C:5]([N:8]2[CH2:13][CH2:12][N:11]([C:14]([O:16][C:17]([CH3:20])([CH3:19])[CH3:18])=[O:15])[CH2:10][CH2:9]2)=[N:6][CH:7]=1. The catalyst class is: 5. (6) Reactant: [CH:1]1([C@@H:7]([NH:20][C:21]([C:23]2[C:24]([OH:34])=[N:25][C:26]([N:29]3[CH:33]=[CH:32][CH:31]=[N:30]3)=[N:27][CH:28]=2)=[O:22])[C:8]2[CH:13]=[CH:12][C:11]([P:14]([CH3:19])(=[O:18])[O:15]CC)=[CH:10][CH:9]=2)[CH2:6][CH2:5][CH2:4][CH2:3][CH2:2]1.[OH-].[Na+]. Product: [CH:1]1([C@@H:7]([NH:20][C:21]([C:23]2[C:24]([OH:34])=[N:25][C:26]([N:29]3[CH:33]=[CH:32][CH:31]=[N:30]3)=[N:27][CH:28]=2)=[O:22])[C:8]2[CH:13]=[CH:12][C:11]([P:14]([CH3:19])(=[O:15])[OH:18])=[CH:10][CH:9]=2)[CH2:6][CH2:5][CH2:4][CH2:3][CH2:2]1. The catalyst class is: 12.